Dataset: CYP2C19 inhibition data for predicting drug metabolism from PubChem BioAssay. Task: Regression/Classification. Given a drug SMILES string, predict its absorption, distribution, metabolism, or excretion properties. Task type varies by dataset: regression for continuous measurements (e.g., permeability, clearance, half-life) or binary classification for categorical outcomes (e.g., BBB penetration, CYP inhibition). Dataset: cyp2c19_veith. (1) The result is 0 (non-inhibitor). The drug is c1ccc([C@H]2CNCc3ccccc32)cc1. (2) The result is 1 (inhibitor). The drug is Cn1c(N)c(C(=O)CSc2ccc3c(c2)OCCO3)c(=O)n(C)c1=O. (3) The molecule is Cc1cnn(-c2cc(N/N=C/c3ccccc3Cl)ncn2)c1. The result is 0 (non-inhibitor). (4) The molecule is CO[C@@H]1COC(=O)C/C=C\[C@@H](C)COC(=O)[C@H](COCc2ccccc2)NC(=O)C/C=C\[C@H]1C. The result is 0 (non-inhibitor). (5) The molecule is CCOC(=O)c1c(NC(=O)/C=C/c2ccc3c(c2)OCO3)sc(C)c1C. The result is 0 (non-inhibitor). (6) The drug is CCN(CC)c1ncnc2c1ncn2[C@@H]1O[C@@H](COP(=O)(O)OP(=O)(O)C(Br)(Br)P(=O)(O)O)[C@H](O)[C@H]1O. The result is 0 (non-inhibitor). (7) The molecule is O=C(c1ccncc1)N1CCC2(CC1)CCN(c1ccc(-c3ccccc3)cc1)CC2. The result is 0 (non-inhibitor). (8) The drug is CCc1ccc(OCC(=O)NNC(=O)CSc2ncnc3sc(C)c(C)c23)cc1. The result is 1 (inhibitor). (9) The molecule is COc1cccc(N2C(=O)C(CC(=O)Nc3ccccc3)N(C3CCCCC3)C2=O)c1. The result is 1 (inhibitor). (10) The drug is N#Cc1ccccc1-c1ccc2ncnc(NCc3ccccc3)c2c1. The result is 1 (inhibitor).